Dataset: Forward reaction prediction with 1.9M reactions from USPTO patents (1976-2016). Task: Predict the product of the given reaction. Given the reactants [Cl:1][C:2]1[CH:7]=[CH:6][C:5]([N:8]2[C:13](=[O:14])[C:12]3[CH:15]=[N:16][N:17]([C:18]4[CH:23]=[CH:22][CH:21]=[CH:20][CH:19]=4)[C:11]=3[N:10]=[C:9]2[C:24]2[CH:29]=[CH:28][C:27](B3OC(C)(C)C(C)(C)O3)=[CH:26][CH:25]=2)=[CH:4][CH:3]=1.[NH2:39][C:40]1[CH:45]=[CH:44][N:43]=[C:42](Cl)[CH:41]=1.C([O-])([O-])=O.[Cs+].[Cs+].[Cl-].C(C1C=CC=C(C(C)C)C=1[N+]1C=CN(C2C(C(C)C)=CC=CC=2C(C)C)C=1)(C)C, predict the reaction product. The product is: [NH2:39][C:40]1[CH:45]=[CH:44][N:43]=[C:42]([C:27]2[CH:28]=[CH:29][C:24]([C:9]3[N:8]([C:5]4[CH:4]=[CH:3][C:2]([Cl:1])=[CH:7][CH:6]=4)[C:13](=[O:14])[C:12]4[CH:15]=[N:16][N:17]([C:18]5[CH:23]=[CH:22][CH:21]=[CH:20][CH:19]=5)[C:11]=4[N:10]=3)=[CH:25][CH:26]=2)[CH:41]=1.